Predict the reactants needed to synthesize the given product. From a dataset of Full USPTO retrosynthesis dataset with 1.9M reactions from patents (1976-2016). (1) The reactants are: CC1C=CC(S(O[CH2:12][CH:13]2[CH2:17][C:16]3[CH:18]=[C:19]([CH3:29])[CH:20]=[C:21]([C:22]4[CH:27]=[CH:26][CH:25]=[CH:24][C:23]=4[Cl:28])[C:15]=3[O:14]2)(=O)=O)=CC=1.[CH3:30][NH2:31]. Given the product [Cl:28][C:23]1[CH:24]=[CH:25][CH:26]=[CH:27][C:22]=1[C:21]1[C:15]2[O:14][CH:13]([CH2:12][NH:31][CH3:30])[CH2:17][C:16]=2[CH:18]=[C:19]([CH3:29])[CH:20]=1, predict the reactants needed to synthesize it. (2) The reactants are: [CH2:1]1[O:5][C@@H:4]2[C@@H:6]([OH:9])[CH2:7][O:8][C@@H:3]2[C@@H:2]1[OH:10].[C:11]([OH:19])(=[O:18])[C:12]([CH2:14][C:15]([OH:17])=[O:16])=[CH2:13]. Given the product [CH2:1]1[O:5][C@@H:4]2[C@@H:6]([OH:9])[CH2:7][O:8][C@@H:3]2[C@@H:2]1[OH:10].[C:11]([OH:19])(=[O:18])[C:12]([CH2:14][C:15]([OH:17])=[O:16])=[CH2:13], predict the reactants needed to synthesize it. (3) Given the product [Br:1][C:2]1[C:3]([N:28]([CH2:27][CH2:26][CH2:25][N:24]([CH3:30])[CH3:23])[CH3:29])=[N:4][CH:5]=[C:6]([CH:21]=1)[C:7]([NH:9][C:10]1[CH:15]=[CH:14][C:13]([O:16][C:17]([F:20])([F:19])[F:18])=[CH:12][CH:11]=1)=[O:8].[CH3:31][CH2:32][N:33]([CH:37]([CH3:39])[CH3:38])[CH:34]([CH3:36])[CH3:35].[ClH:22], predict the reactants needed to synthesize it. The reactants are: [Br:1][C:2]1[C:3]([Cl:22])=[N:4][CH:5]=[C:6]([CH:21]=1)[C:7]([NH:9][C:10]1[CH:15]=[CH:14][C:13]([O:16][C:17]([F:20])([F:19])[F:18])=[CH:12][CH:11]=1)=[O:8].[CH3:23][N:24]([CH3:30])[CH2:25][CH2:26][CH2:27][NH:28][CH3:29].[CH3:31][CH2:32][N:33]([CH:37]([CH3:39])[CH3:38])[CH:34]([CH3:36])[CH3:35]. (4) Given the product [CH2:33]([N:7]([N:4]1[CH2:5][CH2:6][O:1][CH2:2][CH2:3]1)[C:8]([C:10]1[CH:11]=[CH:12][C:13]([CH2:14][NH:15][C:16](=[O:22])[O:17][C:18]([CH3:20])([CH3:21])[CH3:19])=[CH:23][CH:24]=1)=[O:9])[C:34]1[CH:39]=[CH:38][CH:37]=[CH:36][CH:35]=1, predict the reactants needed to synthesize it. The reactants are: [O:1]1[CH2:6][CH2:5][N:4]([NH:7][C:8]([C:10]2[CH:24]=[CH:23][C:13]([CH2:14][NH:15][C:16](=[O:22])[O:17][C:18]([CH3:21])([CH3:20])[CH3:19])=[CH:12][CH:11]=2)=[O:9])[CH2:3][CH2:2]1.C([O-])([O-])=O.[K+].[K+].[I-].[K+].[CH2:33](Br)[C:34]1[CH:39]=[CH:38][CH:37]=[CH:36][CH:35]=1.[NH4+].[Cl-]. (5) The reactants are: F[C:2]1[C:10]([F:11])=[C:9]([CH3:12])[CH:8]=[CH:7][C:3]=1[C:4]([OH:6])=[O:5].[OH-].[Na+].CS(C)=[O:17].Cl. Given the product [F:11][C:10]1[C:2]([OH:17])=[C:3]([CH:7]=[CH:8][C:9]=1[CH3:12])[C:4]([OH:6])=[O:5], predict the reactants needed to synthesize it.